This data is from Reaction yield outcomes from USPTO patents with 853,638 reactions. The task is: Predict the reaction yield, written as a fraction of the theoretical maximum amount of product (1.0 means a 100% yield; for example, 0.34 means a 34% yield). (1) The reactants are [Br:1][C:2]1[CH:10]=[C:9]([N+:11]([O-:13])=[O:12])[C:8]([OH:14])=[C:7]2[C:3]=1[CH2:4][CH2:5][C:6]2=[O:15].N12CCCN=C1CCCC[CH2:17]2.IC.C(=O)([O-])O.[Na+]. The catalyst is CN(C)C=O. The product is [Br:1][C:2]1[CH:10]=[C:9]([N+:11]([O-:13])=[O:12])[C:8]([O:14][CH3:17])=[C:7]2[C:3]=1[CH2:4][CH2:5][C:6]2=[O:15]. The yield is 0.790. (2) The reactants are FC(F)(F)S(O[C:7]1[CH:16]=[C:15]2[C:10]([C@H:11]([C:18]3[CH:27]=[CH:26][C:25]4[C:20](=[CH:21][CH:22]=[CH:23][CH:24]=4)[CH:19]=3)[CH2:12][N:13]([CH3:17])[CH2:14]2)=[CH:9][CH:8]=1)(=O)=O.CN1C[C@@H](C2C=CC3C(=CC=CC=3)C=2)C2C(=CC(B3OC(C)(C)C(C)(C)O3)=CC=2)C1.[Cl:60][C:61]1[N:62]=[N:63][C:64](Cl)=[CH:65][CH:66]=1.C(=O)([O-])[O-].[Na+].[Na+]. The catalyst is CN(C=O)C.C1C=CC([PH+]([C]2[CH][CH][CH][CH]2)C2C=CC=CC=2)=CC=1.C1C=CC([PH+]([C]2[CH][CH][CH][CH]2)C2C=CC=CC=2)=CC=1.C(Cl)Cl.Cl[Pd]Cl.[Fe]. The product is [Cl:60][C:61]1[N:62]=[N:63][C:64]([C:7]2[CH:16]=[C:15]3[C:10]([C@H:11]([C:18]4[CH:27]=[CH:26][C:25]5[C:20](=[CH:21][CH:22]=[CH:23][CH:24]=5)[CH:19]=4)[CH2:12][N:13]([CH3:17])[CH2:14]3)=[CH:9][CH:8]=2)=[CH:65][CH:66]=1. The yield is 0.510.